From a dataset of Full USPTO retrosynthesis dataset with 1.9M reactions from patents (1976-2016). Predict the reactants needed to synthesize the given product. Given the product [CH2:12]([O:11][C:7]1[CH:6]=[CH:5][C:4]([NH2:1])=[CH:9][C:8]=1[NH2:10])[CH2:13][CH3:14], predict the reactants needed to synthesize it. The reactants are: [N+:1]([C:4]1[CH:5]=[CH:6][C:7]([O:11][CH2:12][CH2:13][CH3:14])=[C:8]([NH2:10])[CH:9]=1)([O-])=O.